Dataset: Reaction yield outcomes from USPTO patents with 853,638 reactions. Task: Predict the reaction yield, written as a fraction of the theoretical maximum amount of product (1.0 means a 100% yield; for example, 0.34 means a 34% yield). (1) The reactants are [N:1]([C:4]1[CH:18]=[CH:17][C:16]([CH:19]=[CH:20][C:21]2[C:22]([CH3:34])([CH3:33])[O:23][C:24](=[C:28]([C:31]#[N:32])[C:29]#[N:30])[C:25]=2[C:26]#[N:27])=[CH:15][C:5]=1[O:6][CH2:7][CH2:8][CH2:9][CH2:10][CH2:11][C:12]([OH:14])=[O:13])=[N+:2]=[N-:3].O[N:36]1[C:40](=[O:41])[CH2:39][CH2:38][C:37]1=[O:42].C1CCC(N=C=NC2CCCCC2)CC1. The catalyst is ClCCl. The product is [O:42]=[C:37]1[CH2:38][CH2:39][C:40](=[O:41])[N:36]1[O:13][C:12](=[O:14])[CH2:11][CH2:10][CH2:9][CH2:8][CH2:7][O:6][C:5]1[CH:15]=[C:16]([CH:19]=[CH:20][C:21]2[C:22]([CH3:34])([CH3:33])[O:23][C:24](=[C:28]([C:31]#[N:32])[C:29]#[N:30])[C:25]=2[C:26]#[N:27])[CH:17]=[CH:18][C:4]=1[N:1]=[N+:2]=[N-:3]. The yield is 0.690. (2) The reactants are [H-].[Na+].[CH3:3][O:4][C:5](=[O:11])[CH2:6][C:7]([O:9][CH3:10])=[O:8].Cl[C:13]1[C:18]([Cl:19])=[CH:17][N:16]=[CH:15][N:14]=1.Cl. The catalyst is O1CCCC1. The product is [CH3:3][O:4][C:5](=[O:11])[CH:6]([C:13]1[C:18]([Cl:19])=[CH:17][N:16]=[CH:15][N:14]=1)[C:7]([O:9][CH3:10])=[O:8]. The yield is 0.656. (3) The yield is 0.0300. The reactants are [NH2:1][C:2]1[C:10]2[C:5](=[CH:6][CH:7]=[CH:8][C:9]=2[F:11])[C@@:4]([C:19]2[CH:20]=[C:21]([CH3:28])[C:22](=[O:27])[N:23]([CH2:25][CH3:26])[CH:24]=2)([C:12]2[CH:17]=[CH:16][CH:15]=[C:14](Br)[CH:13]=2)[N:3]=1.C([O-])(=O)C.[K+].B1(B2OC(C)(C)C(C)(C)O2)OC(C)(C)C(C)(C)O1.Br[C:53]1[CH:58]=[CH:57][CH:56]=[C:55]([C:59]#[C:60][CH3:61])[N:54]=1. The catalyst is COCCOC.CCOC(C)=O.[Cl-].[Na+].O.O. The product is [NH2:1][C:2]1[C:10]2[C:5](=[CH:6][CH:7]=[CH:8][C:9]=2[F:11])[C@@:4]([C:19]2[CH:20]=[C:21]([CH3:28])[C:22](=[O:27])[N:23]([CH2:25][CH3:26])[CH:24]=2)([C:12]2[CH:17]=[CH:16][CH:15]=[C:14]([C:53]3[CH:58]=[CH:57][CH:56]=[C:55]([C:59]#[C:60][CH3:61])[N:54]=3)[CH:13]=2)[N:3]=1. (4) The reactants are [Cl:1][C:2]1[N:7]=[C:6]([NH:8][NH:9][C:10](=[O:29])[C@H:11]([CH2:23][CH:24]2[CH2:28][CH2:27][CH2:26][CH2:25]2)[CH2:12][N:13]([O:16]C2CCCCO2)[CH:14]=[O:15])[C:5]([F:30])=[C:4]([NH:31][CH2:32][C:33]2[S:34][CH:35]=[CH:36][N:37]=2)[N:3]=1. The catalyst is C(O)(=O)C.O. The product is [Cl:1][C:2]1[N:7]=[C:6]([NH:8][NH:9][C:10](=[O:29])[C@H:11]([CH2:23][CH:24]2[CH2:25][CH2:26][CH2:27][CH2:28]2)[CH2:12][N:13]([OH:16])[CH:14]=[O:15])[C:5]([F:30])=[C:4]([NH:31][CH2:32][C:33]2[S:34][CH:35]=[CH:36][N:37]=2)[N:3]=1. The yield is 0.580. (5) The reactants are [NH2:1][C:2]1[CH:3]=[C:4]([C:8]2[N:9]=[C:10]([NH:24][CH2:25][C:26]3[CH:31]=[CH:30][CH:29]=[CH:28][N:27]=3)[C:11]3[C:16]([CH:17]=2)=[CH:15][CH:14]=[CH:13][C:12]=3[C:18]2[CH:23]=[CH:22][CH:21]=[CH:20][CH:19]=2)[CH:5]=[N:6][CH:7]=1.N1C=CC=CC=1.[CH3:38][S:39](Cl)(=[O:41])=[O:40]. The catalyst is C(Cl)Cl.O. The product is [C:18]1([C:12]2[CH:13]=[CH:14][CH:15]=[C:16]3[C:11]=2[C:10]([NH:24][CH2:25][C:26]2[CH:31]=[CH:30][CH:29]=[CH:28][N:27]=2)=[N:9][C:8]([C:4]2[CH:3]=[C:2]([NH:1][S:39]([CH3:38])(=[O:41])=[O:40])[CH:7]=[N:6][CH:5]=2)=[CH:17]3)[CH:23]=[CH:22][CH:21]=[CH:20][CH:19]=1. The yield is 0.200. (6) The reactants are [Br:1][C:2]1[C:8]([C:9]([F:12])([F:11])[F:10])=[CH:7][C:5]([NH2:6])=[CH:4][C:3]=1[F:13].C(=O)([O-])[O-].[Ca+2].[C:19](Cl)(Cl)=[S:20]. The catalyst is ClCCl. The product is [Br:1][C:2]1[C:8]([C:9]([F:10])([F:11])[F:12])=[CH:7][C:5]([N:6]=[C:19]=[S:20])=[CH:4][C:3]=1[F:13]. The yield is 0.960.